Dataset: Catalyst prediction with 721,799 reactions and 888 catalyst types from USPTO. Task: Predict which catalyst facilitates the given reaction. (1) Reactant: C[O:2][C:3](=[O:42])[C:4]1[CH:9]=[C:8]([O:10][C:11]2[CH:16]=[CH:15][C:14]([CH2:17][NH:18][S:19]([C:22]3[CH:27]=[CH:26][C:25]([N+:28]([O-:30])=[O:29])=[CH:24][CH:23]=3)(=[O:21])=[O:20])=[CH:13][CH:12]=2)[CH:7]=[CH:6][C:5]=1[NH:31][S:32]([C:35]1[CH:40]=[CH:39][C:38]([CH3:41])=[CH:37][CH:36]=1)(=[O:34])=[O:33].[Li+].[OH-]. Product: [N+:28]([C:25]1[CH:26]=[CH:27][C:22]([S:19]([NH:18][CH2:17][C:14]2[CH:15]=[CH:16][C:11]([O:10][C:8]3[CH:7]=[CH:6][C:5]([NH:31][S:32]([C:35]4[CH:40]=[CH:39][C:38]([CH3:41])=[CH:37][CH:36]=4)(=[O:34])=[O:33])=[C:4]([CH:9]=3)[C:3]([OH:42])=[O:2])=[CH:12][CH:13]=2)(=[O:20])=[O:21])=[CH:23][CH:24]=1)([O-:30])=[O:29]. The catalyst class is: 90. (2) Reactant: [NH:1]1[C:9]2[CH:8]=[CH:7][CH:6]=[C:5]3[CH2:10][CH2:11][N:12]([C:14]([O:16][C:17]([CH3:20])([CH3:19])[CH3:18])=[O:15])[CH2:13][C@H:3]([C:4]=23)[CH2:2]1.C=O.[C:23](O[BH-](OC(=O)C)OC(=O)C)(=O)C.[Na+].C(=O)(O)[O-].[Na+]. Product: [CH3:23][N:1]1[C:9]2[CH:8]=[CH:7][CH:6]=[C:5]3[CH2:10][CH2:11][N:12]([C:14]([O:16][C:17]([CH3:20])([CH3:19])[CH3:18])=[O:15])[CH2:13][C@H:3]([C:4]=23)[CH2:2]1. The catalyst class is: 477. (3) Reactant: [NH2:1][C:2]1[N:7]=[CH:6][N:5]=[C:4]([O:8][C:9]2[CH:14]=[CH:13][C:12]([NH:15][C:16]([NH:18][C:19]3[CH:24]=[CH:23][CH:22]=[CH:21][CH:20]=3)=[O:17])=[CH:11][CH:10]=2)[CH:3]=1.[C:25](OC(=O)C)(=[O:27])[CH3:26].N1C=CC=CC=1. Product: [C:19]1([NH:18][C:16](=[O:17])[NH:15][C:12]2[CH:11]=[CH:10][C:9]([O:8][C:4]3[N:5]=[CH:6][N:7]=[C:2]([NH:1][C:25](=[O:27])[CH3:26])[CH:3]=3)=[CH:14][CH:13]=2)[CH:20]=[CH:21][CH:22]=[CH:23][CH:24]=1. The catalyst class is: 6. (4) Reactant: Cl.[NH2:2][C@H:3]([C:5]([N:7]1[C:13](=[O:14])[CH:12]([CH3:15])[C:11]2[CH:16]=[CH:17][CH:18]=[CH:19][C:10]=2[C:9]2[C:20]([NH2:24])=[CH:21][CH:22]=[CH:23][C:8]1=2)=[O:6])[CH3:4].N1C=CC=CC=1.[F:31][C:32]1[CH:33]=[C:34]([S:38](Cl)(=[O:40])=[O:39])[CH:35]=[CH:36][CH:37]=1. Product: [F:31][C:32]1[CH:33]=[C:34]([S:38]([NH:2][C@H:3]([C:5]([N:7]2[C:13](=[O:14])[CH:12]([CH3:15])[C:11]3[CH:16]=[CH:17][CH:18]=[CH:19][C:10]=3[C:9]3[C:20]([NH2:24])=[CH:21][CH:22]=[CH:23][C:8]2=3)=[O:6])[CH3:4])(=[O:40])=[O:39])[CH:35]=[CH:36][CH:37]=1. The catalyst class is: 1. (5) Reactant: [Br-].[C:2]([O:11][CH3:12])(=[O:10])[C:3]1[C:4](=[CH:6][CH:7]=[CH:8][CH:9]=1)[NH2:5].[C:22](P([C:22]([CH3:25])([CH3:24])[CH3:23])[C:22]([CH3:25])([CH3:24])[CH3:23])([CH3:25])([CH3:24])[CH3:23].[C:26]([O-:29])([O-])=[O:27].[Cs+].[Cs+].[C:32]1([CH3:38])[CH:37]=[CH:36][CH:35]=[CH:34][CH:33]=1. Product: [CH3:12][O:11][C:2]([C:3]1[CH:9]=[CH:8][CH:7]=[CH:6][C:4]=1[NH:5][C:8]1[CH:9]=[CH:3][C:4]2[N:5]([C:26]([O:29][C:22]([CH3:23])([CH3:24])[CH3:25])=[O:27])[C:37]3[C:32]([C:38]=2[CH:7]=1)=[CH:33][CH:34]=[CH:35][CH:36]=3)=[O:10]. The catalyst class is: 318. (6) Reactant: [F:1][C:2]1[CH:7]=[C:6](F)[C:5]([N+:9]([O-])=O)=[CH:4][C:3]=1[S:12]([NH:15][CH3:16])(=[O:14])=[O:13].N1C=CC=CC=1.[CH3:23][S-:24].[Na+].C(Cl)Cl. Product: [NH2:9][C:5]1[C:6]([S:24][CH3:23])=[CH:7][C:2]([F:1])=[C:3]([S:12]([NH:15][CH3:16])(=[O:14])=[O:13])[CH:4]=1. The catalyst class is: 5. (7) Reactant: [CH:1]1([C:4]2[C:12]([N:13]([CH2:18][CH2:19][OH:20])[S:14]([CH3:17])(=[O:16])=[O:15])=[CH:11][C:10]3[C:6](=[C:7]([C:28]([NH:30][CH3:31])=[O:29])[N:8]([C:21]4[CH:26]=[CH:25][C:24]([F:27])=[CH:23][CH:22]=4)[N:9]=3)[CH:5]=2)[CH2:3][CH2:2]1.[C:32]1(=[O:42])[O:37][C:35](=[O:36])[C:34]2=[CH:38][CH:39]=[CH:40][CH:41]=[C:33]12. Product: [CH:1]1([C:4]2[C:12]([N:13]([S:14]([CH3:17])(=[O:16])=[O:15])[CH2:18][CH2:19][O:20][C:32]([C:33]3[CH:41]=[CH:40][CH:39]=[CH:38][C:34]=3[C:35]([OH:37])=[O:36])=[O:42])=[CH:11][C:10]3[C:6](=[C:7]([C:28](=[O:29])[NH:30][CH3:31])[N:8]([C:21]4[CH:22]=[CH:23][C:24]([F:27])=[CH:25][CH:26]=4)[N:9]=3)[CH:5]=2)[CH2:3][CH2:2]1. The catalyst class is: 17. (8) Reactant: [CH2:1](OC1C=CC(NC2(N)C3C(=CC=C(C4O[C:28]([CH:31]5[O:35][CH2:34][CH2:33][O:32]5)=CC=4)C=3)N=CN2)=CC=1)[C:2]1[CH:7]=C[CH:5]=[CH:4][CH:3]=1.Cl. Product: [CH3:5][CH2:4][CH2:3][CH:2]([CH3:7])[CH3:1].[C:31]([O:32][CH2:33][CH3:34])(=[O:35])[CH3:28]. The catalyst class is: 1. (9) Reactant: [CH:1]([NH:4][CH2:5][C@@H:6]1[C@H:10]2[O:11][C:12]([CH3:15])([CH3:14])[O:13][C@H:9]2[C@H:8]([N:16]2[CH:24]=[N:23][C:22]3[C:17]2=[N:18][CH:19]=[N:20][C:21]=3[NH2:25])[O:7]1)([CH3:3])[CH3:2].O=[CH:27][CH2:28][CH2:29][CH2:30][C:31]([O:33][CH2:34][CH3:35])=[O:32].[BH-](OC(C)=O)(OC(C)=O)OC(C)=O.[Na+].C([O-])(O)=O.[Na+]. Product: [NH2:25][C:21]1[N:20]=[CH:19][N:18]=[C:17]2[C:22]=1[N:23]=[CH:24][N:16]2[C@H:8]1[C@@H:9]2[O:13][C:12]([CH3:15])([CH3:14])[O:11][C@@H:10]2[C@@H:6]([CH2:5][N:4]([CH:1]([CH3:3])[CH3:2])[CH2:27][CH2:28][CH2:29][CH2:30][C:31]([O:33][CH2:34][CH3:35])=[O:32])[O:7]1. The catalyst class is: 26.